Dataset: Forward reaction prediction with 1.9M reactions from USPTO patents (1976-2016). Task: Predict the product of the given reaction. (1) Given the reactants [NH2:1][OH:2].Cl.[O:4]1[C:8]2[CH:9]=[CH:10][C:11]([C:13](=O)[CH3:14])=[CH:12][C:7]=2[CH2:6][CH2:5]1.N1C=CC=CC=1, predict the reaction product. The product is: [O:4]1[C:8]2[CH:9]=[CH:10][C:11]([C:13](=[N:1][OH:2])[CH3:14])=[CH:12][C:7]=2[CH2:6][CH2:5]1. (2) The product is: [N:1]1([C:7]2[C:8]3[N:9]([CH:23]=[C:24]([CH2:26][O:27][C:28]4[CH:37]=[CH:36][C:35]5[C:30](=[CH:31][CH:32]=[CH:33][CH:34]=5)[N:29]=4)[N:25]=3)[C:10]([C:13]3[CH:14]=[CH:15][C:16]([C:19]([OH:21])=[O:20])=[N:17][CH:18]=3)=[CH:11][N:12]=2)[CH2:2][CH2:3][O:4][CH2:5][CH2:6]1. Given the reactants [N:1]1([C:7]2[C:8]3[N:9]([CH:23]=[C:24]([CH2:26][O:27][C:28]4[CH:37]=[CH:36][C:35]5[C:30](=[CH:31][CH:32]=[CH:33][CH:34]=5)[N:29]=4)[N:25]=3)[C:10]([C:13]3[CH:14]=[CH:15][C:16]([C:19]([O:21]C)=[O:20])=[N:17][CH:18]=3)=[CH:11][N:12]=2)[CH2:6][CH2:5][O:4][CH2:3][CH2:2]1.[Li+].[OH-].Cl, predict the reaction product. (3) Given the reactants [Cl:1][C:2]1[CH:7]=[C:6]([NH:8][C:9]([C:11]2[CH:16]=[C:15](B3OC(C)(C)C(C)(C)O3)[CH:14]=[C:13]([CH3:26])[N:12]=2)=[O:10])[CH:5]=[CH:4][N:3]=1.Br[C:28]1[CH:33]=[C:32]([CH3:34])[N:31]=[C:30]([CH3:35])[CH:29]=1, predict the reaction product. The product is: [Cl:1][C:2]1[CH:7]=[C:6]([NH:8][C:9]([C:11]2[CH:16]=[C:15]([C:28]3[CH:33]=[C:32]([CH3:34])[N:31]=[C:30]([CH3:35])[CH:29]=3)[CH:14]=[C:13]([CH3:26])[N:12]=2)=[O:10])[CH:5]=[CH:4][N:3]=1. (4) Given the reactants [O:1]1[CH:5]=[CH:4][CH:3]=[C:2]1[C:6]1[C:7]2[S:21][CH:20]=[CH:19][C:8]=2[N:9]=[C:10]([CH2:12][CH2:13][C:14]([O:16]CC)=[O:15])[N:11]=1.[OH-].[Li+], predict the reaction product. The product is: [O:1]1[CH:5]=[CH:4][CH:3]=[C:2]1[C:6]1[C:7]2[S:21][CH:20]=[CH:19][C:8]=2[N:9]=[C:10]([CH2:12][CH2:13][C:14]([OH:16])=[O:15])[N:11]=1. (5) Given the reactants [OH:1][CH2:2][C:3]1[CH:8]=[CH:7][C:6]([C:9]2[CH:14]=[CH:13][N:12]([C:15]([O:17][C:18]([CH3:21])([CH3:20])[CH3:19])=[O:16])[CH2:11][CH:10]=2)=[CH:5][N:4]=1.C(N(CC)CC)C.[CH3:29][S:30](Cl)(=[O:32])=[O:31].O, predict the reaction product. The product is: [CH3:29][S:30]([O:1][CH2:2][C:3]1[CH:8]=[CH:7][C:6]([CH:9]2[CH2:10][CH2:11][N:12]([C:15]([O:17][C:18]([CH3:21])([CH3:20])[CH3:19])=[O:16])[CH2:13][CH2:14]2)=[CH:5][N:4]=1)(=[O:32])=[O:31]. (6) Given the reactants CN(C(ON1N=NC2C=CC=NC1=2)=[N+](C)C)C.F[P-](F)(F)(F)(F)F.[C:25]([O:29][C:30]([NH:32][C:33]1([C:48]([OH:50])=O)[CH2:38][CH2:37][N:36]([C:39]2[C:40]3[CH:47]=[CH:46][NH:45][C:41]=3[N:42]=[CH:43][N:44]=2)[CH2:35][CH2:34]1)=[O:31])([CH3:28])([CH3:27])[CH3:26].[Cl:51][C:52]1[CH:57]=[CH:56][C:55]([CH:58]([NH2:65])[CH2:59][C:60]2[S:61][CH:62]=[CH:63][N:64]=2)=[CH:54][CH:53]=1.C(N(CC)C(C)C)(C)C, predict the reaction product. The product is: [Cl:51][C:52]1[CH:57]=[CH:56][C:55]([CH:58]([NH:65][C:48]([C:33]2([NH:32][C:30](=[O:31])[O:29][C:25]([CH3:27])([CH3:26])[CH3:28])[CH2:38][CH2:37][N:36]([C:39]3[C:40]4[CH:47]=[CH:46][NH:45][C:41]=4[N:42]=[CH:43][N:44]=3)[CH2:35][CH2:34]2)=[O:50])[CH2:59][C:60]2[S:61][CH:62]=[CH:63][N:64]=2)=[CH:54][CH:53]=1. (7) Given the reactants Cl.[F:2][C:3]1[CH:4]=[CH:5][C:6]2[N:15]=[C:14]([NH2:16])[C:13]3[C:12]4[CH:17]=[CH:18][CH:19]=[CH:20][C:11]=4[S:10][C:9]=3[NH:8][C:7]=2[CH:21]=1.[CH3:22][O:23][C:24]1[CH:29]=[CH:28][C:27]([CH2:30][CH2:31][C@H:32]2[CH2:37]N[CH2:35][CH2:34][NH:33]2)=[CH:26][CH:25]=1.C(N(C(C)C)CC)(C)C, predict the reaction product. The product is: [F:2][C:3]1[CH:4]=[CH:5][C:6]2[N:15]=[C:14]([N:16]3[CH2:35][CH2:34][NH:33][C@@H:32]([CH2:31][CH2:30][C:27]4[CH:28]=[CH:29][C:24]([O:23][CH3:22])=[CH:25][CH:26]=4)[CH2:37]3)[C:13]3[C:12]4[CH:17]=[CH:18][CH:19]=[CH:20][C:11]=4[S:10][C:9]=3[NH:8][C:7]=2[CH:21]=1. (8) Given the reactants Br[C:2]1[CH:3]=[C:4]([Cl:28])[C:5]([C:8](=[N:23][O:24][CH:25]([CH3:27])[CH3:26])[CH2:9][NH:10][C:11](=[O:22])[C:12]2[CH:17]=[CH:16][CH:15]=[CH:14][C:13]=2[C:18]([F:21])([F:20])[F:19])=[N:6][CH:7]=1.[CH3:29][C:30]([CH3:34])([CH3:33])[C:31]#[CH:32].O, predict the reaction product. The product is: [Cl:28][C:4]1[C:5]([C:8](=[N:23][O:24][CH:25]([CH3:27])[CH3:26])[CH2:9][NH:10][C:11](=[O:22])[C:12]2[CH:17]=[CH:16][CH:15]=[CH:14][C:13]=2[C:18]([F:21])([F:20])[F:19])=[N:6][CH:7]=[C:2]([C:32]#[C:31][C:30]([CH3:34])([CH3:33])[CH3:29])[CH:3]=1. (9) Given the reactants [NH2:1][C:2]1[CH:7]=[CH:6][C:5]([CH2:8][C:9]([N:11]2[CH2:20][CH2:19][C:18]3[C:13](=[C:14]([N:23]4[CH2:28][CH2:27][N:26]([CH3:29])[CH2:25][CH2:24]4)[CH:15]=[CH:16][C:17]=3[O:21][CH3:22])[CH2:12]2)=[O:10])=[CH:4][CH:3]=1.C(N(CC)CC)C.[CH:37](=O)[C:38]1[CH:43]=[CH:42][CH:41]=[CH:40][CH:39]=1.C(O)(=O)C.C([BH3-])#N.[Na+], predict the reaction product. The product is: [CH2:37]([NH:1][C:2]1[CH:3]=[CH:4][C:5]([CH2:8][C:9]([N:11]2[CH2:20][CH2:19][C:18]3[C:13](=[C:14]([N:23]4[CH2:28][CH2:27][N:26]([CH3:29])[CH2:25][CH2:24]4)[CH:15]=[CH:16][C:17]=3[O:21][CH3:22])[CH2:12]2)=[O:10])=[CH:6][CH:7]=1)[C:38]1[CH:43]=[CH:42][CH:41]=[CH:40][CH:39]=1.